From a dataset of Reaction yield outcomes from USPTO patents with 853,638 reactions. Predict the reaction yield, written as a fraction of the theoretical maximum amount of product (1.0 means a 100% yield; for example, 0.34 means a 34% yield). (1) The product is [Cl:19][C:14]1[CH:15]=[CH:16][CH:17]=[CH:18][C:13]=1[N:12]1[C:11](=[O:20])[C:10]2[C:5](=[CH:6][CH:7]=[C:8]([F:21])[CH:9]=2)[N:4]=[C:3]1[CH2:2][S:23][C:24]1[N:32]=[CH:31][N:30]=[C:29]2[C:25]=1[N:26]=[CH:27][NH:28]2. The reactants are Cl[CH2:2][C:3]1[N:12]([C:13]2[CH:18]=[CH:17][CH:16]=[CH:15][C:14]=2[Cl:19])[C:11](=[O:20])[C:10]2[C:5](=[CH:6][CH:7]=[C:8]([F:21])[CH:9]=2)[N:4]=1.O.[SH:23][C:24]1[N:32]=[CH:31][N:30]=[C:29]2[C:25]=1[NH:26][CH:27]=[N:28]2.C([O-])([O-])=O.[K+].[K+]. The yield is 0.640. The catalyst is CN(C=O)C. (2) The reactants are Cl[C:2]1[CH:7]=[CH:6][N:5]=[CH:4][C:3]=1[N+:8]([O-:10])=[O:9].[CH3:11][C@H:12]1[CH2:17][NH:16][CH2:15][C@H:14]2[NH:18][C:19](=[O:21])[O:20][C@H:13]12.N1CCCCC1.[C:28](O[C:28]([O:30][C:31]([CH3:34])([CH3:33])[CH3:32])=[O:29])([O:30][C:31]([CH3:34])([CH3:33])[CH3:32])=[O:29].CN(C1C=CC=CN=1)C. The catalyst is C(Cl)Cl. The product is [CH3:11][C@H:12]1[CH2:17][N:16]([C:2]2[CH:7]=[CH:6][N:5]=[CH:4][C:3]=2[N+:8]([O-:10])=[O:9])[CH2:15][C@H:14]2[N:18]([C:28]([O:30][C:31]([CH3:34])([CH3:33])[CH3:32])=[O:29])[C:19](=[O:21])[O:20][C@H:13]12. The yield is 0.350.